From a dataset of Catalyst prediction with 721,799 reactions and 888 catalyst types from USPTO. Predict which catalyst facilitates the given reaction. Reactant: [F:1][C:2]1[CH:3]=[C:4]([CH:8]=[CH:9][C:10]=1[O:11][CH:12]([CH3:14])[CH3:13])[C:5]([OH:7])=O.Cl.[CH3:16][O:17]CN.CCN=C=NCCC[N:28]([CH3:30])C.Cl.C(N(CC)CC)C.C1C=CC2N(O)N=NC=2C=1.O. Product: [F:1][C:2]1[CH:3]=[C:4]([CH:8]=[CH:9][C:10]=1[O:11][CH:12]([CH3:14])[CH3:13])[C:5]([N:28]([O:17][CH3:16])[CH3:30])=[O:7]. The catalyst class is: 46.